This data is from Catalyst prediction with 721,799 reactions and 888 catalyst types from USPTO. The task is: Predict which catalyst facilitates the given reaction. (1) Reactant: [Si]([O:8][CH2:9][CH2:10][N:11]1[C:15]2[N:16]=[C:17]([S:33][CH2:34][CH2:35][CH2:36][C:37]([O:39]C(C)(C)C)=[O:38])[N:18]([C:21]3[CH:26]=[CH:25][C:24]([O:27][CH2:28][C:29]([F:32])([F:31])[F:30])=[CH:23][CH:22]=3)[C:19](=[O:20])[C:14]=2[CH:13]=[CH:12]1)(C(C)(C)C)(C)C.C(#N)C.Cl. Product: [OH:8][CH2:9][CH2:10][N:11]1[C:15]2[N:16]=[C:17]([S:33][CH2:34][CH2:35][CH2:36][C:37]([OH:39])=[O:38])[N:18]([C:21]3[CH:26]=[CH:25][C:24]([O:27][CH2:28][C:29]([F:30])([F:31])[F:32])=[CH:23][CH:22]=3)[C:19](=[O:20])[C:14]=2[CH:13]=[CH:12]1. The catalyst class is: 170. (2) Reactant: [CH2:1]([CH:3]([CH2:6][CH2:7][CH2:8][CH3:9])[CH2:4][NH2:5])[CH3:2].[CH3:10][CH:11]([CH3:16])[CH2:12][C:13](=O)[CH3:14].C(O[BH-](OC(=O)C)OC(=O)C)(=O)C.[Na+]. Product: [CH2:1]([CH:3]([CH2:6][CH2:7][CH2:8][CH3:9])[CH2:4][NH:5][CH:13]([CH2:12][CH:11]([CH3:16])[CH3:10])[CH3:14])[CH3:2]. The catalyst class is: 2. (3) Reactant: [NH2:1][C:2]1[C:3]([N:10]2[CH2:15][CH2:14][CH:13]([N:16]3C4C=CC=CC=4[NH:18][C:17]3=[O:25])[CH2:12][CH2:11]2)=[N:4][CH:5]=[N:6][C:7]=1[NH:8][CH3:9].[C:26]12(CS(O)(=O)=O)C(C)(C)[CH:30]([CH2:31][CH2:32]1)[CH2:29][C:27]2=O.[CH3:41][C:42](C)(C)C([O-])([O-])[O-]. Product: [CH3:41][C:42]1[N:8]([CH3:9])[C:7]2[C:2]([N:1]=1)=[C:3]([N:10]1[CH2:11][CH2:12][CH:13]([N:16]3[C:27]4[CH:29]=[CH:30][CH:31]=[CH:32][C:26]=4[NH:18][C:17]3=[O:25])[CH2:14][CH2:15]1)[N:4]=[CH:5][N:6]=2. The catalyst class is: 10. (4) Reactant: [CH3:1][C:2]1([CH3:33])[CH2:8][C:7](=O)[CH2:6][CH2:5][C:4]([CH3:11])([CH3:10])[P:3]1[C:12]1[CH:17]=[CH:16][CH:15]=[CH:14][C:13]=1[C:18]1[C:23]([CH:24]([CH3:26])[CH3:25])=[CH:22][C:21]([CH:27]([CH3:29])[CH3:28])=[CH:20][C:19]=1[CH:30]([CH3:32])[CH3:31].C(O)COCCO.O.NN.[OH-].[K+]. Product: [CH3:33][C:2]1([CH3:1])[CH2:8][CH2:7][CH2:6][CH2:5][C:4]([CH3:10])([CH3:11])[P:3]1[C:12]1[CH:17]=[CH:16][CH:15]=[CH:14][C:13]=1[C:18]1[C:19]([CH:30]([CH3:31])[CH3:32])=[CH:20][C:21]([CH:27]([CH3:29])[CH3:28])=[CH:22][C:23]=1[CH:24]([CH3:26])[CH3:25]. The catalyst class is: 644. (5) Reactant: [O:1]1[C:5]2[CH:6]=[CH:7][CH:8]=[CH:9][C:4]=2[NH:3][C:2]1=[O:10].C(=O)([O-])[O-].[K+].[K+].Br[CH2:18][CH2:19][CH2:20][Cl:21]. Product: [Cl:21][CH2:20][CH2:19][CH2:18][N:3]1[C:4]2[CH:9]=[CH:8][CH:7]=[CH:6][C:5]=2[O:1][C:2]1=[O:10]. The catalyst class is: 42.